From a dataset of Forward reaction prediction with 1.9M reactions from USPTO patents (1976-2016). Predict the product of the given reaction. Given the reactants Cl[C:2]1[N:10]=[CH:9][N:8]=[C:7]2[C:3]=1[N:4]=[CH:5][N:6]2[C@H:11]1[C@@H:15]2[O:16]C(C)(C)[O:18][C@@H:14]2[C@@H:13]([CH2:21][NH:22][S:23](=O)(=[O:25])[O-:24])[O:12]1.[F:27][C:28]1[CH:35]=[CH:34][C:31]([CH2:32][NH2:33])=[CH:30][CH:29]=1.CC[N:38](C(C)C)C(C)C, predict the reaction product. The product is: [F:27][C:28]1[CH:35]=[CH:34][C:31]([CH2:32][NH:33][C:2]2[N:10]=[CH:9][N:8]=[C:7]3[C:3]=2[N:4]=[CH:5][N:6]3[C@@H:11]2[O:12][C@H:13]([CH2:21][NH:22][S:23]([NH2:38])(=[O:25])=[O:24])[C@@H:14]([OH:18])[C@H:15]2[OH:16])=[CH:30][CH:29]=1.